Dataset: Forward reaction prediction with 1.9M reactions from USPTO patents (1976-2016). Task: Predict the product of the given reaction. (1) Given the reactants [CH3:1][C:2]1[CH:7]=[C:6]([CH3:8])[CH:5]=[CH:4][C:3]=1[N:9]1[CH2:14][CH2:13][N:12]([C:15]2[CH:16]=[C:17]([CH:21]3[C:30]([CH3:32])([CH3:31])[CH2:29][C:28]4[C:23](=[CH:24][CH:25]=[C:26]([C:33](O)=[O:34])[CH:27]=4)[NH:22]3)[CH:18]=[CH:19][CH:20]=2)[CH2:11][CH2:10]1.[CH3:36][S:37]([NH2:40])(=[O:39])=[O:38], predict the reaction product. The product is: [CH3:1][C:2]1[CH:7]=[C:6]([CH3:8])[CH:5]=[CH:4][C:3]=1[N:9]1[CH2:14][CH2:13][N:12]([C:15]2[CH:16]=[C:17]([CH:21]3[C:30]([CH3:31])([CH3:32])[CH2:29][C:28]4[C:23](=[CH:24][CH:25]=[C:26]([C:33]([NH:40][S:37]([CH3:36])(=[O:39])=[O:38])=[O:34])[CH:27]=4)[NH:22]3)[CH:18]=[CH:19][CH:20]=2)[CH2:11][CH2:10]1. (2) Given the reactants [Cl:1][C:2]1[CH:7]=[CH:6][C:5]([C:8]2[CH:13]=[CH:12][CH:11]=[C:10]([CH2:14][O:15][C:16]3[CH:17]=[C:18]4[C:22](=[CH:23][CH:24]=3)[C:21](=[O:25])[N:20]([CH:26]3[CH2:30][CH2:29][CH2:28][CH2:27]3)[CH2:19]4)[CH:9]=2)=[CH:4][C:3]=1[C:31]([O:33]C)=[O:32].[Li+].[OH-], predict the reaction product. The product is: [Cl:1][C:2]1[CH:7]=[CH:6][C:5]([C:8]2[CH:13]=[CH:12][CH:11]=[C:10]([CH2:14][O:15][C:16]3[CH:17]=[C:18]4[C:22](=[CH:23][CH:24]=3)[C:21](=[O:25])[N:20]([CH:26]3[CH2:30][CH2:29][CH2:28][CH2:27]3)[CH2:19]4)[CH:9]=2)=[CH:4][C:3]=1[C:31]([OH:33])=[O:32]. (3) Given the reactants [CH:1]([N:4]([CH:19]([CH3:21])[CH3:20])[CH2:5][CH2:6][O:7][C:8]1[CH:13]=[CH:12][C:11]([N+:14]([O-])=O)=[CH:10][C:9]=1[O:17][CH3:18])([CH3:3])[CH3:2].[H][H], predict the reaction product. The product is: [NH2:14][C:11]1[CH:12]=[CH:13][C:8]([O:7][CH2:6][CH2:5][N:4]([CH:19]([CH3:20])[CH3:21])[CH:1]([CH3:3])[CH3:2])=[C:9]([O:17][CH3:18])[CH:10]=1. (4) Given the reactants [Br:1][C:2]1[CH:7]=[CH:6][C:5]([NH:8][C:9]2[CH:10]=[C:11]([NH:15]C(=O)OC(C)(C)C)[CH:12]=[CH:13][CH:14]=2)=[C:4]([N+:23]([O-])=O)[CH:3]=1.[Sn](Cl)Cl, predict the reaction product. The product is: [NH2:15][C:11]1[CH:10]=[C:9]([NH:8][C:5]2[C:4]([NH2:23])=[CH:3][C:2]([Br:1])=[CH:7][CH:6]=2)[CH:14]=[CH:13][CH:12]=1. (5) Given the reactants [NH2:1][C:2]1[C:3]([CH3:10])=[N:4][C:5]([OH:9])=[N:6][C:7]=1[CH3:8].[C:22]([O:21][C:19](O[C:19]([O:21][C:22]([CH3:25])([CH3:24])[CH3:23])=[O:20])=[O:20])([CH3:25])([CH3:24])[CH3:23].C(=O)([O-])[O-].[K+].[K+].Br[CH:33]([CH3:39])[C:34]([O:36]CC)=[O:35], predict the reaction product. The product is: [C:22]([O:21][C:19]([NH:1][C:2]1[C:3]([CH3:10])=[N:4][C:5]([O:9][CH:33]([CH3:39])[C:34]([OH:36])=[O:35])=[N:6][C:7]=1[CH3:8])=[O:20])([CH3:23])([CH3:24])[CH3:25]. (6) The product is: [CH:5]1[C:6]2[C:11](=[CH:10][CH:9]=[CH:8][CH:7]=2)[CH:12]=[CH:13][C:4]=1[C:1]1[CH:2]=[CH:19][N:17]=[C:15]([O-:16])[N:14]=1.[Na+:21]. Given the reactants [C:1]([C:4]1[CH:13]=[CH:12][C:11]2[C:6](=[CH:7][CH:8]=[CH:9][CH:10]=2)[CH:5]=1)(=O)[CH3:2].[NH2:14][C:15]([NH2:17])=[O:16].[O-][CH2:19]C.[Na+:21], predict the reaction product. (7) Given the reactants [CH3:1][S:2][C:3]1[O:7][C:6]2[C:8](=[O:17])[C:9]3[C:14]([C:15](=[O:16])[C:5]=2[CH:4]=1)=[CH:13][CH:12]=[CH:11][CH:10]=3.I(O)(=O)(=O)=[O:19].O, predict the reaction product. The product is: [CH3:1][S:2]([C:3]1[O:7][C:6]2[C:8](=[O:17])[C:9]3[C:14]([C:15](=[O:16])[C:5]=2[CH:4]=1)=[CH:13][CH:12]=[CH:11][CH:10]=3)=[O:19].